From a dataset of Reaction yield outcomes from USPTO patents with 853,638 reactions. Predict the reaction yield, written as a fraction of the theoretical maximum amount of product (1.0 means a 100% yield; for example, 0.34 means a 34% yield). (1) The reactants are C(N(CC)CC)C.[CH:8]1([C:11](Cl)=[O:12])[CH2:10][CH2:9]1.[NH2:14][CH2:15][C:16]1[CH:21]=[CH:20][C:19]([C:22]([N:24]2[CH2:33][C:32]3[CH:31]=[N:30][N:29]([CH3:34])[C:28]=3[NH:27][C:26]3[CH:35]=[C:36]([CH3:39])[CH:37]=[CH:38][C:25]2=3)=[O:23])=[CH:18][C:17]=1[CH3:40].CC1C=C2N=C3C(=NC(NC3=O)=O)N(C[C@H](O)[C@H](O)[C@H](O)CO)C2=CC=1C. The catalyst is ClCCl. The product is [CH3:34][N:29]1[C:28]2[NH:27][C:26]3[CH:35]=[C:36]([CH3:39])[CH:37]=[CH:38][C:25]=3[N:24]([C:22]([C:19]3[CH:20]=[CH:21][C:16]([CH2:15][NH:14][C:11]([CH:8]4[CH2:10][CH2:9]4)=[O:12])=[C:17]([CH3:40])[CH:18]=3)=[O:23])[CH2:33][C:32]=2[CH:31]=[N:30]1. The yield is 0.510. (2) The reactants are Cl[C:2]1[C:7]([CH:8]=[O:9])=[CH:6][N:5]=[C:4]2[NH:10][CH:11]=[CH:12][C:3]=12.[CH:13]1([NH2:19])[CH2:18][CH2:17][CH2:16][CH2:15][CH2:14]1.O. The catalyst is C(O)CO. The product is [CH:13]1([NH:19][C:2]2[C:7]([CH:8]=[O:9])=[CH:6][N:5]=[C:4]3[NH:10][CH:11]=[CH:12][C:3]=23)[CH2:18][CH2:17][CH2:16][CH2:15][CH2:14]1. The yield is 0.710.